Dataset: Peptide-MHC class I binding affinity with 185,985 pairs from IEDB/IMGT. Task: Regression. Given a peptide amino acid sequence and an MHC pseudo amino acid sequence, predict their binding affinity value. This is MHC class I binding data. (1) The peptide sequence is WTGMVDGWY. The MHC is HLA-A25:01 with pseudo-sequence HLA-A25:01. The binding affinity (normalized) is 0.0847. (2) The peptide sequence is FLLAQFTSAI. The binding affinity (normalized) is 0.138. The MHC is HLA-A03:01 with pseudo-sequence HLA-A03:01. (3) The peptide sequence is LVLAVGPAY. The MHC is HLA-B15:01 with pseudo-sequence HLA-B15:01. The binding affinity (normalized) is 0.630. (4) The peptide sequence is MAHLRKVIL. The MHC is H-2-Db with pseudo-sequence H-2-Db. The binding affinity (normalized) is 0.00930.